Dataset: Forward reaction prediction with 1.9M reactions from USPTO patents (1976-2016). Task: Predict the product of the given reaction. (1) Given the reactants [O:1]1[CH2:3][C@H:2]1[CH2:4][O:5][C:6]1[CH:13]=[CH:12][C:9]([C:10]#[N:11])=[CH:8][CH:7]=1.[CH2:14]1[CH:18]2[CH2:19][NH:20][CH2:21][CH:17]2[CH2:16][N:15]1[C:22]([O:24][C:25]([CH3:28])([CH3:27])[CH3:26])=[O:23], predict the reaction product. The product is: [C:10]([C:9]1[CH:12]=[CH:13][C:6]([O:5][CH2:4][C@@H:2]([OH:1])[CH2:3][N:20]2[CH2:19][CH:18]3[CH2:14][N:15]([C:22]([O:24][C:25]([CH3:28])([CH3:27])[CH3:26])=[O:23])[CH2:16][CH:17]3[CH2:21]2)=[CH:7][CH:8]=1)#[N:11]. (2) The product is: [Cl:23][C:20]1[S:19][C:18]([C:16]([NH:15][CH2:14][C@H:13]([NH:24][S:25]([C:28]2[CH:33]=[CH:32][CH:31]=[C:30]([N:34]3[CH2:39][CH2:38][CH2:37][CH2:36][C:35]3=[O:40])[C:29]=2[O:41][CH:42]([F:44])[F:43])(=[O:26])=[O:27])[C:12]([N:9]2[CH2:8][CH2:7][CH:6]([C:4]([OH:5])=[O:3])[CH2:11][CH2:10]2)=[O:45])=[O:17])=[CH:22][CH:21]=1. Given the reactants C([O:3][C:4]([CH:6]1[CH2:11][CH2:10][N:9]([C:12](=[O:45])[C@@H:13]([NH:24][S:25]([C:28]2[CH:33]=[CH:32][CH:31]=[C:30]([N:34]3[CH2:39][CH2:38][CH2:37][CH2:36][C:35]3=[O:40])[C:29]=2[O:41][CH:42]([F:44])[F:43])(=[O:27])=[O:26])[CH2:14][NH:15][C:16]([C:18]2[S:19][C:20]([Cl:23])=[CH:21][CH:22]=2)=[O:17])[CH2:8][CH2:7]1)=[O:5])C.[Li+].[OH-].Cl, predict the reaction product. (3) The product is: [CH:28]1([CH2:27][O:3][CH2:4][CH:5]2[CH2:8][CH:7]([N:9]3[CH2:10][CH2:11][CH:12]([N:15]4[C:20](=[O:21])[CH2:19][O:18][C@H:17]5[CH2:22][CH2:23][CH2:24][CH2:25][C@H:16]45)[CH2:13][CH2:14]3)[CH2:6]2)[CH2:30][CH2:29]1. Given the reactants [H-].[Na+].[OH:3][CH2:4][CH:5]1[CH2:8][CH:7]([N:9]2[CH2:14][CH2:13][CH:12]([N:15]3[C:20](=[O:21])[CH2:19][O:18][C@H:17]4[CH2:22][CH2:23][CH2:24][CH2:25][C@H:16]34)[CH2:11][CH2:10]2)[CH2:6]1.Br[CH2:27][CH:28]1[CH2:30][CH2:29]1, predict the reaction product. (4) Given the reactants [F:1][C:2]1[CH:3]=[C:4]2[C:9](=[CH:10][C:11]=1[F:12])[N:8]=[C:7]([O:13][CH3:14])[C:6]([NH:15][C:16](=[O:20])OCC)=[N:5]2.[Cl:21][C:22]1[CH:23]=[C:24]([N:28]2[CH2:33][CH2:32][NH:31][CH2:30][CH2:29]2)[CH:25]=[CH:26][CH:27]=1, predict the reaction product. The product is: [F:1][C:2]1[CH:3]=[C:4]2[C:9](=[CH:10][C:11]=1[F:12])[N:8]=[C:7]([O:13][CH3:14])[C:6]([NH:15][C:16]([N:31]1[CH2:30][CH2:29][N:28]([C:24]3[CH:25]=[CH:26][CH:27]=[C:22]([Cl:21])[CH:23]=3)[CH2:33][CH2:32]1)=[O:20])=[N:5]2. (5) Given the reactants [N+:1]([C:4]1[CH:13]=[CH:12][C:7]([CH:8]=[CH:9][CH:10]=O)=[CH:6][CH:5]=1)([O-:3])=[O:2].[C:14]([CH2:16][C:17]([N-:19][CH2:20][C:21]1[CH:26]=[CH:25][C:24]([OH:27])=[C:23]([OH:28])[CH:22]=1)=[O:18])#[N:15], predict the reaction product. The product is: [OH:28][C:23]1[CH:22]=[C:21]([CH:26]=[CH:25][C:24]=1[OH:27])[CH2:20][NH:19][C:17](/[C:16](=[CH:10]/[CH:9]=[CH:8]/[C:7]1[CH:12]=[CH:13][C:4]([N+:1]([O-:3])=[O:2])=[CH:5][CH:6]=1)/[C:14]#[N:15])=[O:18]. (6) Given the reactants [CH2:1]([C:19]([OH:58])([CH:38]([OH:57])[CH2:39][CH2:40][CH2:41][CH2:42][CH2:43][CH2:44][CH2:45][CH2:46]/[CH:47]=[CH:48]\[CH2:49]/[CH:50]=[CH:51]\[CH2:52][CH2:53][CH2:54][CH2:55][CH3:56])[CH2:20][CH2:21][CH2:22][CH2:23][CH2:24][CH2:25][CH2:26][CH2:27]/[CH:28]=[CH:29]\[CH2:30]/[CH:31]=[CH:32]\[CH2:33][CH2:34][CH2:35][CH2:36][CH3:37])[CH2:2][CH2:3][CH2:4][CH2:5][CH2:6][CH2:7][CH2:8]/[CH:9]=[CH:10]\[CH2:11]/[CH:12]=[CH:13]\[CH2:14][CH2:15][CH2:16][CH2:17][CH3:18].Cl.[CH3:60][N:61]([CH3:68])[CH2:62][CH2:63][CH2:64][C:65](O)=[O:66].CCN=C=NCCCN(C)C.Cl.CCN(C(C)C)C(C)C, predict the reaction product. The product is: [CH3:60][N:61]([CH3:68])[CH2:62][CH2:63][CH2:64][C:65]([O:57][CH:38]([C:19]([OH:58])([CH2:20][CH2:21][CH2:22][CH2:23][CH2:24][CH2:25][CH2:26][CH2:27]/[CH:28]=[CH:29]\[CH2:30]/[CH:31]=[CH:32]\[CH2:33][CH2:34][CH2:35][CH2:36][CH3:37])[CH2:1][CH2:2][CH2:3][CH2:4][CH2:5][CH2:6][CH2:7][CH2:8]/[CH:9]=[CH:10]\[CH2:11]/[CH:12]=[CH:13]\[CH2:14][CH2:15][CH2:16][CH2:17][CH3:18])[CH2:39][CH2:40][CH2:41][CH2:42][CH2:43][CH2:44][CH2:45][CH2:46]/[CH:47]=[CH:48]\[CH2:49]/[CH:50]=[CH:51]\[CH2:52][CH2:53][CH2:54][CH2:55][CH3:56])=[O:66]. (7) Given the reactants [Br:1][C:2]1[CH:3]=[C:4]([OH:8])[CH:5]=[CH:6][CH:7]=1.[Br:9][C:10]1[CH:11]=[C:12]([CH:15]=[CH:16][CH:17]=1)[CH2:13]Br.C([O-])([O-])=O.[K+].[K+].[Na+].[I-], predict the reaction product. The product is: [Br:9][C:10]1[CH:11]=[C:12]([CH2:13][O:8][C:4]2[CH:3]=[C:2]([Br:1])[CH:7]=[CH:6][CH:5]=2)[CH:15]=[CH:16][CH:17]=1.